This data is from Merck oncology drug combination screen with 23,052 pairs across 39 cell lines. The task is: Regression. Given two drug SMILES strings and cell line genomic features, predict the synergy score measuring deviation from expected non-interaction effect. (1) Drug 1: N#Cc1ccc(Cn2cncc2CN2CCN(c3cccc(Cl)c3)C(=O)C2)cc1. Drug 2: CS(=O)(=O)CCNCc1ccc(-c2ccc3ncnc(Nc4ccc(OCc5cccc(F)c5)c(Cl)c4)c3c2)o1. Cell line: OV90. Synergy scores: synergy=17.3. (2) Drug 1: O=S1(=O)NC2(CN1CC(F)(F)F)C1CCC2Cc2cc(C=CCN3CCC(C(F)(F)F)CC3)ccc2C1. Drug 2: CCC1=CC2CN(C1)Cc1c([nH]c3ccccc13)C(C(=O)OC)(c1cc3c(cc1OC)N(C)C1C(O)(C(=O)OC)C(OC(C)=O)C4(CC)C=CCN5CCC31C54)C2. Cell line: NCIH520. Synergy scores: synergy=3.78. (3) Drug 1: CN1C(=O)C=CC2(C)C3CCC4(C)C(NC(=O)OCC(F)(F)F)CCC4C3CCC12. Drug 2: NC1CCCCC1N.O=C(O)C(=O)O.[Pt+2]. Cell line: KPL1. Synergy scores: synergy=16.7. (4) Drug 1: CN1C(=O)C=CC2(C)C3CCC4(C)C(NC(=O)OCC(F)(F)F)CCC4C3CCC12. Drug 2: CC1CC2C3CCC4=CC(=O)C=CC4(C)C3(F)C(O)CC2(C)C1(O)C(=O)CO. Cell line: PA1. Synergy scores: synergy=10.6. (5) Drug 1: CC1CC2C3CCC4=CC(=O)C=CC4(C)C3(F)C(O)CC2(C)C1(O)C(=O)CO. Drug 2: CNC(=O)c1cc(Oc2ccc(NC(=O)Nc3ccc(Cl)c(C(F)(F)F)c3)cc2)ccn1. Cell line: EFM192B. Synergy scores: synergy=0.378.